From a dataset of Forward reaction prediction with 1.9M reactions from USPTO patents (1976-2016). Predict the product of the given reaction. (1) Given the reactants FC(F)(F)C(O)=O.[CH:8]([O:11][C:12]1[CH:17]=[CH:16][C:15]([N:18]2[C:22]3[CH:23]=[CH:24][C:25](/[CH:27]=[CH:28]\[C:29]4[CH:34]=[CH:33][C:32]([C:35](O)([CH3:37])[CH3:36])=[CH:31][CH:30]=4)=[CH:26][C:21]=3[N:20]=[CH:19]2)=[CH:14][CH:13]=1)([CH3:10])[CH3:9].[N-:39]=[N+:40]=[N-:41].[Na+], predict the reaction product. The product is: [N:39]([C:35]([C:32]1[CH:31]=[CH:30][C:29](/[CH:28]=[CH:27]\[C:25]2[CH:24]=[CH:23][C:22]3[N:18]([C:15]4[CH:14]=[CH:13][C:12]([O:11][CH:8]([CH3:9])[CH3:10])=[CH:17][CH:16]=4)[CH:19]=[N:20][C:21]=3[CH:26]=2)=[CH:34][CH:33]=1)([CH3:36])[CH3:37])=[N+:40]=[N-:41]. (2) Given the reactants C([O:3][C:4](=O)[CH2:5][O:6][C:7]1[CH:12]=[CH:11][C:10]([C:13]([C:24]2[CH:29]=[CH:28][CH:27]=[CH:26][CH:25]=2)=[C:14]([C:18]2[CH:23]=[CH:22][CH:21]=[CH:20][CH:19]=2)[CH2:15][CH2:16][Cl:17])=[CH:9][CH:8]=1)C.[H-].[Al+3].[Li+].[H-].[H-].[H-], predict the reaction product. The product is: [Cl:17][CH2:16][CH2:15][C:14]([C:18]1[CH:19]=[CH:20][CH:21]=[CH:22][CH:23]=1)=[C:13]([C:10]1[CH:9]=[CH:8][C:7]([O:6][CH2:5][CH2:4][OH:3])=[CH:12][CH:11]=1)[C:24]1[CH:25]=[CH:26][CH:27]=[CH:28][CH:29]=1. (3) The product is: [C:2]([N+:6]([O-:7])=[CH:18][C:17]1[C:12]([S:8]([OH:11])(=[O:10])=[O:9])=[N:13][C:14]([S:20]([OH:23])(=[O:21])=[O:22])=[CH:15][CH:16]=1)([CH3:5])([CH3:4])[CH3:3]. Given the reactants Cl.[C:2]([NH:6][OH:7])([CH3:5])([CH3:4])[CH3:3].[S:8]([C:12]1[C:17]([CH:18]=O)=[CH:16][CH:15]=[C:14]([S:20]([OH:23])(=[O:22])=[O:21])[N:13]=1)([OH:11])(=[O:10])=[O:9], predict the reaction product.